From a dataset of Reaction yield outcomes from USPTO patents with 853,638 reactions. Predict the reaction yield, written as a fraction of the theoretical maximum amount of product (1.0 means a 100% yield; for example, 0.34 means a 34% yield). (1) The reactants are [CH2:1]([O:8][C:9]([N:11]1[CH2:16][CH2:15][CH:14]([C:17](=[O:26])[NH:18][C:19]2[CH:24]=[C:23](Cl)[N:22]=[CH:21][N:20]=2)[CH2:13][CH2:12]1)=[O:10])[C:2]1[CH:7]=[CH:6][CH:5]=[CH:4][CH:3]=1.[CH:27]1([CH2:30][O:31][C:32]2[CH:37]=[CH:36][CH:35]=[CH:34][C:33]=2B(O)O)[CH2:29][CH2:28]1.C1(P(C2C=CC=CC=2)C2C=CC=CC=2)C=CC=CC=1. The catalyst is C(=O)([O-])[O-].[Na+].[Na+].O1CCOCC1.C([O-])(=O)C.[Pd+2].C([O-])(=O)C. The product is [CH2:1]([O:8][C:9]([N:11]1[CH2:16][CH2:15][CH:14]([C:17](=[O:26])[NH:18][C:19]2[CH:24]=[C:23]([C:37]3[CH:36]=[CH:35][CH:34]=[CH:33][C:32]=3[O:31][CH2:30][CH:27]3[CH2:28][CH2:29]3)[N:22]=[CH:21][N:20]=2)[CH2:13][CH2:12]1)=[O:10])[C:2]1[CH:7]=[CH:6][CH:5]=[CH:4][CH:3]=1. The yield is 0.350. (2) The reactants are C(OC([N:8]1[CH2:13][CH2:12][CH:11]([C:14]2[CH:19]=[C:18]([O:20][CH3:21])[CH:17]=[CH:16][C:15]=2[Br:22])[CH2:10][CH2:9]1)=O)(C)(C)C.FC(F)(F)C(O)=O. The catalyst is C(Cl)Cl. The product is [Br:22][C:15]1[CH:16]=[CH:17][C:18]([O:20][CH3:21])=[CH:19][C:14]=1[CH:11]1[CH2:10][CH2:9][NH:8][CH2:13][CH2:12]1. The yield is 1.00. (3) The reactants are C[O:2][C:3](=[O:40])[C@H:4]([NH:8][S:9]([C:12]1[CH:17]=[CH:16][C:15]([C:18]2[CH:23]=[CH:22][C:21]([NH:24][C:25]([C:27]3[O:28][C:29]4[CH:36]=[CH:35][C:34]([Br:37])=[C:33]([O:38][CH3:39])[C:30]=4[C:31]=3[CH3:32])=[O:26])=[CH:20][CH:19]=2)=[CH:14][CH:13]=1)(=[O:11])=[O:10])[CH:5]([CH3:7])[CH3:6].[Li+].[OH-]. The catalyst is C1COCC1. The product is [Br:37][C:34]1[CH:35]=[CH:36][C:29]2[O:28][C:27]([C:25]([NH:24][C:21]3[CH:20]=[CH:19][C:18]([C:15]4[CH:14]=[CH:13][C:12]([S:9]([NH:8][C@H:4]([CH:5]([CH3:6])[CH3:7])[C:3]([OH:40])=[O:2])(=[O:10])=[O:11])=[CH:17][CH:16]=4)=[CH:23][CH:22]=3)=[O:26])=[C:31]([CH3:32])[C:30]=2[C:33]=1[O:38][CH3:39]. The yield is 0.560.